This data is from NCI-60 drug combinations with 297,098 pairs across 59 cell lines. The task is: Regression. Given two drug SMILES strings and cell line genomic features, predict the synergy score measuring deviation from expected non-interaction effect. (1) Drug 1: C1C(C(OC1N2C=NC(=NC2=O)N)CO)O. Drug 2: B(C(CC(C)C)NC(=O)C(CC1=CC=CC=C1)NC(=O)C2=NC=CN=C2)(O)O. Cell line: MCF7. Synergy scores: CSS=20.0, Synergy_ZIP=-7.85, Synergy_Bliss=-2.40, Synergy_Loewe=0.895, Synergy_HSA=1.53. (2) Drug 1: C1=CC(=C2C(=C1NCCNCCO)C(=O)C3=C(C=CC(=C3C2=O)O)O)NCCNCCO. Drug 2: CCC1(C2=C(COC1=O)C(=O)N3CC4=CC5=C(C=CC(=C5CN(C)C)O)N=C4C3=C2)O.Cl. Cell line: T-47D. Synergy scores: CSS=32.8, Synergy_ZIP=-5.07, Synergy_Bliss=-4.55, Synergy_Loewe=-3.79, Synergy_HSA=-2.10. (3) Drug 1: CC1=C2C(C(=O)C3(C(CC4C(C3C(C(C2(C)C)(CC1OC(=O)C(C(C5=CC=CC=C5)NC(=O)C6=CC=CC=C6)O)O)OC(=O)C7=CC=CC=C7)(CO4)OC(=O)C)O)C)OC(=O)C. Drug 2: CC=C1C(=O)NC(C(=O)OC2CC(=O)NC(C(=O)NC(CSSCCC=C2)C(=O)N1)C(C)C)C(C)C. Cell line: A498. Synergy scores: CSS=14.4, Synergy_ZIP=-10.7, Synergy_Bliss=-6.92, Synergy_Loewe=-25.7, Synergy_HSA=-3.29. (4) Drug 1: C1CCC(C1)C(CC#N)N2C=C(C=N2)C3=C4C=CNC4=NC=N3. Drug 2: C1=C(C(=O)NC(=O)N1)F. Cell line: KM12. Synergy scores: CSS=43.8, Synergy_ZIP=-9.91, Synergy_Bliss=-11.9, Synergy_Loewe=-6.98, Synergy_HSA=-5.57. (5) Drug 2: CS(=O)(=O)CCNCC1=CC=C(O1)C2=CC3=C(C=C2)N=CN=C3NC4=CC(=C(C=C4)OCC5=CC(=CC=C5)F)Cl. Synergy scores: CSS=8.67, Synergy_ZIP=-4.98, Synergy_Bliss=-2.04, Synergy_Loewe=-12.8, Synergy_HSA=-3.24. Cell line: TK-10. Drug 1: CC(C1=C(C=CC(=C1Cl)F)Cl)OC2=C(N=CC(=C2)C3=CN(N=C3)C4CCNCC4)N. (6) Drug 1: CC(CN1CC(=O)NC(=O)C1)N2CC(=O)NC(=O)C2. Drug 2: C1=C(C(=O)NC(=O)N1)N(CCCl)CCCl. Cell line: OVCAR-5. Synergy scores: CSS=31.8, Synergy_ZIP=-0.904, Synergy_Bliss=7.30, Synergy_Loewe=1.30, Synergy_HSA=9.39.